From a dataset of Forward reaction prediction with 1.9M reactions from USPTO patents (1976-2016). Predict the product of the given reaction. Given the reactants [CH3:1][Mg]Br.[Si:4]([O:11][CH2:12][C:13]1([CH:17]=[O:18])[CH2:16][CH2:15][CH2:14]1)([C:7]([CH3:10])([CH3:9])[CH3:8])([CH3:6])[CH3:5].[Cl-].[NH4+], predict the reaction product. The product is: [Si:4]([O:11][CH2:12][C:13]1([CH:17]([OH:18])[CH3:1])[CH2:14][CH2:15][CH2:16]1)([C:7]([CH3:10])([CH3:9])[CH3:8])([CH3:6])[CH3:5].